This data is from Reaction yield outcomes from USPTO patents with 853,638 reactions. The task is: Predict the reaction yield, written as a fraction of the theoretical maximum amount of product (1.0 means a 100% yield; for example, 0.34 means a 34% yield). (1) The reactants are C([O:5][C:6](=[O:41])[CH2:7][N:8]1[CH2:17][CH2:16][C:15]2[C:14]([O:18][C:19]3[CH:20]=[C:21]4[C:25](=[CH:26][CH:27]=3)[N:24]([C:28](=[O:40])[NH:29][C:30]3[CH:35]=[CH:34][CH:33]=[C:32]([C:36]([F:39])([F:38])[F:37])[CH:31]=3)[CH:23]=[CH:22]4)=[N:13][CH:12]=[N:11][C:10]=2[CH2:9]1)(C)(C)C.C(O)(C(F)(F)F)=O. The catalyst is C(Cl)Cl. The product is [NH4+:8].[OH-:5].[F:39][C:36]([F:37])([F:38])[C:32]1[CH:31]=[C:30]([NH:29][C:28]([N:24]2[C:25]3[C:21](=[CH:20][C:19]([O:18][C:14]4[C:15]5[CH2:16][CH2:17][N:8]([CH2:7][C:6]([OH:41])=[O:5])[CH2:9][C:10]=5[N:11]=[CH:12][N:13]=4)=[CH:27][CH:26]=3)[CH:22]=[CH:23]2)=[O:40])[CH:35]=[CH:34][CH:33]=1. The yield is 0.00100. (2) The reactants are [CH:1](=O)[C:2]1[CH:7]=[CH:6][CH:5]=[CH:4][CH:3]=1.[C:9](#[N:13])[CH2:10][C:11]#[N:12].C1(N)C(N)=CC=CC=1.N1CCCC1C(O)=O. The catalyst is C(O)C. The product is [CH2:1]([CH:10]([C:9]#[N:13])[C:11]#[N:12])[C:2]1[CH:7]=[CH:6][CH:5]=[CH:4][CH:3]=1. The yield is 0.240. (3) The reactants are [CH3:1][N:2]1[CH:6]=[CH:5][CH:4]=[N:3]1.[Li]CCCC.[CH:12]([O:15][B:16]1[O:20][C:19](C)(C)[C:18]([CH3:24])([CH3:23])O1)(C)C. The catalyst is C1COCC1.[NH4+].[Cl-]. The product is [CH3:24][C:18]1([CH3:23])[CH2:12][O:15][B:16]([C:6]2[N:2]([CH3:1])[N:3]=[CH:4][CH:5]=2)[O:20][CH2:19]1. The yield is 0.770. (4) The reactants are Br[C:2]1[N:7]=[C:6]([C:8]([O:10][C:11]([CH3:14])([CH3:13])[CH3:12])=[O:9])[CH:5]=[CH:4][CH:3]=1.[CH3:15][N:16]1[C:25]2[C:20](=[CH:21][C:22](B3OC(C)(C)C(C)(C)O3)=[CH:23][CH:24]=2)[NH:19][CH2:18][CH2:17]1.C([O-])([O-])=O.[K+].[K+]. The catalyst is O1CCOCC1.[Br-].C([N+](CCCC)(CCCC)CCCC)CCC.O.Cl[Pd](Cl)([P](C1C=CC=CC=1)(C1C=CC=CC=1)C1C=CC=CC=1)[P](C1C=CC=CC=1)(C1C=CC=CC=1)C1C=CC=CC=1. The product is [CH3:15][N:16]1[C:25]2[C:20](=[CH:21][C:22]([C:2]3[N:7]=[C:6]([C:8]([O:10][C:11]([CH3:14])([CH3:13])[CH3:12])=[O:9])[CH:5]=[CH:4][CH:3]=3)=[CH:23][CH:24]=2)[NH:19][CH2:18][CH2:17]1. The yield is 0.380. (5) The reactants are [I:1][C:2]1[CH:3]=[C:4]2[N:10]=[C:9]([NH:11]C(=O)OCC)[N:8]([CH2:17][C:18]3[CH:23]=[CH:22][C:21]([O:24][CH2:25][C:26]4[CH:27]=[N:28][C:29]([O:32][CH3:33])=[CH:30][CH:31]=4)=[C:20]([O:34][CH3:35])[CH:19]=3)[C:5]2=[N:6][CH:7]=1.[OH-].[K+]. The catalyst is C(O)CO.O.[Cl-].[Na+].O. The product is [I:1][C:2]1[CH:3]=[C:4]2[N:10]=[C:9]([NH2:11])[N:8]([CH2:17][C:18]3[CH:23]=[CH:22][C:21]([O:24][CH2:25][C:26]4[CH:27]=[N:28][C:29]([O:32][CH3:33])=[CH:30][CH:31]=4)=[C:20]([O:34][CH3:35])[CH:19]=3)[C:5]2=[N:6][CH:7]=1. The yield is 0.560. (6) The reactants are C([O:5][C:6](=[O:30])[CH2:7][O:8][C:9]1[CH:14]=[CH:13][C:12]([C:15]2[N:16]([CH2:28][CH3:29])[C:17]3[C:22]([C:23]=2[C:24]#[N:25])=[CH:21][CH:20]=[C:19]([O:26][CH3:27])[CH:18]=3)=[CH:11][CH:10]=1)(C)(C)C. The catalyst is C(O)(C(F)(F)F)=O.C(Cl)Cl. The product is [C:24]([C:23]1[C:22]2[C:17](=[CH:18][C:19]([O:26][CH3:27])=[CH:20][CH:21]=2)[N:16]([CH2:28][CH3:29])[C:15]=1[C:12]1[CH:13]=[CH:14][C:9]([O:8][CH2:7][C:6]([OH:30])=[O:5])=[CH:10][CH:11]=1)#[N:25]. The yield is 0.990. (7) The reactants are [Cl:1][C:2]1[C:3]([CH2:12][OH:13])=[N:4][CH:5]=[C:6]([O:8][CH:9]([F:11])[F:10])[CH:7]=1. The catalyst is C(Cl)Cl. The product is [Cl:1][C:2]1[C:3]([CH:12]=[O:13])=[N:4][CH:5]=[C:6]([O:8][CH:9]([F:11])[F:10])[CH:7]=1. The yield is 0.850. (8) The reactants are [Cl-].O[NH3+:3].[C:4](=[O:7])([O-])[OH:5].[Na+].CS(C)=O.[OH:13][C:14]([CH3:50])([CH3:49])[CH2:15][O:16][C@@H:17]1[CH2:20][C@H:19]([N:21]2[C:26](=[O:27])[C:25]([CH2:28][C:29]3[CH:34]=[CH:33][C:32]([C:35]4[C:36]([C:41]#[N:42])=[CH:37][CH:38]=[CH:39][CH:40]=4)=[CH:31][CH:30]=3)=[C:24]([CH2:43][CH2:44][CH3:45])[N:23]3[N:46]=[CH:47][N:48]=[C:22]23)[CH2:18]1. The catalyst is C(OCC)(=O)C. The product is [OH:13][C:14]([CH3:49])([CH3:50])[CH2:15][O:16][C@@H:17]1[CH2:18][C@H:19]([N:21]2[C:26](=[O:27])[C:25]([CH2:28][C:29]3[CH:34]=[CH:33][C:32]([C:35]4[CH:40]=[CH:39][CH:38]=[CH:37][C:36]=4[C:41]4[NH:3][C:4](=[O:7])[O:5][N:42]=4)=[CH:31][CH:30]=3)=[C:24]([CH2:43][CH2:44][CH3:45])[N:23]3[N:46]=[CH:47][N:48]=[C:22]23)[CH2:20]1. The yield is 0.400. (9) The reactants are [NH2:1][C:2]1[C:3]([N+:18]([O-])=O)=[C:4]([CH:9]=[C:10]([N:12]2[CH2:17][CH2:16][O:15][CH2:14][CH2:13]2)[CH:11]=1)[C:5]([O:7][CH3:8])=[O:6].C(Cl)Cl.[CH3:24][C:25](O)=O. The catalyst is [Fe]. The product is [CH3:24][C:25]1[NH:18][C:3]2[C:4]([C:5]([O:7][CH3:8])=[O:6])=[CH:9][C:10]([N:12]3[CH2:17][CH2:16][O:15][CH2:14][CH2:13]3)=[CH:11][C:2]=2[N:1]=1. The yield is 0.770. (10) The reactants are [CH3:1][C:2]1[O:6][N:5]=[C:4]([C:7]2[CH:12]=[CH:11][CH:10]=[CH:9][CH:8]=2)[C:3]=1[CH2:13][O:14][C:15]1[CH:23]=[CH:22][C:18]([C:19]([OH:21])=O)=[CH:17][N:16]=1.[NH2:24][C:25]([CH3:29])([CH3:28])[CH2:26][OH:27]. No catalyst specified. The product is [OH:27][CH2:26][C:25]([NH:24][C:19](=[O:21])[C:18]1[CH:22]=[CH:23][C:15]([O:14][CH2:13][C:3]2[C:4]([C:7]3[CH:8]=[CH:9][CH:10]=[CH:11][CH:12]=3)=[N:5][O:6][C:2]=2[CH3:1])=[N:16][CH:17]=1)([CH3:29])[CH3:28]. The yield is 0.530.